Dataset: Forward reaction prediction with 1.9M reactions from USPTO patents (1976-2016). Task: Predict the product of the given reaction. (1) Given the reactants [CH2:1]([SnH:5]([CH2:10][CH2:11][CH2:12][CH3:13])[CH2:6][CH2:7][CH2:8][CH3:9])[CH2:2][CH2:3][CH3:4].CC(N=NC(C#N)(C)C)(C#N)C.[CH2:26]([O:28][C:29](=[O:45])[CH:30]=[C:31]([CH3:44])[CH:32]=[C:33](S(C1C=CC=CC=1)(=O)=O)[F:34])[CH3:27], predict the reaction product. The product is: [CH2:26]([O:28][C:29](=[O:45])[CH:30]=[C:31]([CH3:44])[CH:32]=[C:33]([F:34])[Sn:5]([CH2:6][CH2:7][CH2:8][CH3:9])([CH2:10][CH2:11][CH2:12][CH3:13])[CH2:1][CH2:2][CH2:3][CH3:4])[CH3:27]. (2) Given the reactants [CH3:1][O:2][C:3](=[O:17])[C:4]1[CH:9]=[C:8]([N:10]2[CH2:14][CH2:13][CH2:12][C:11]2=[O:15])[CH:7]=[C:6]([OH:16])[CH:5]=1.[CH2:18]([O:25][CH2:26][CH2:27][CH2:28]O)[C:19]1[CH:24]=[CH:23][CH:22]=[CH:21][CH:20]=1.C1(P(C2C=CC=CC=2)C2C=CC=CC=2)C=CC=CC=1.CCOC(/N=N/C(OCC)=O)=O, predict the reaction product. The product is: [CH3:1][O:2][C:3](=[O:17])[C:4]1[CH:9]=[C:8]([N:10]2[CH2:14][CH2:13][CH2:12][C:11]2=[O:15])[CH:7]=[C:6]([O:16][CH2:28][CH2:27][CH2:26][O:25][CH2:18][C:19]2[CH:24]=[CH:23][CH:22]=[CH:21][CH:20]=2)[CH:5]=1. (3) The product is: [F:1][C:2]1[CH:17]=[CH:16][CH:15]=[CH:14][C:3]=1[O:4][C:5]1[C:13]2[C:8](=[CH:9][CH:10]=[CH:11][CH:12]=2)[N:7]([C:21]2[N:22]=[C:23]([NH2:31])[C:24]([N+:28]([O-:30])=[O:29])=[C:25]([NH2:27])[N:26]=2)[N:6]=1. Given the reactants [F:1][C:2]1[CH:17]=[CH:16][CH:15]=[CH:14][C:3]=1[O:4][C:5]1[C:13]2[C:8](=[CH:9][CH:10]=[CH:11][CH:12]=2)[NH:7][N:6]=1.[H-].[Na+].Cl[C:21]1[N:26]=[C:25]([NH2:27])[C:24]([N+:28]([O-:30])=[O:29])=[C:23]([NH2:31])[N:22]=1, predict the reaction product.